From a dataset of Forward reaction prediction with 1.9M reactions from USPTO patents (1976-2016). Predict the product of the given reaction. (1) Given the reactants [CH:1]1([CH:7]([NH:21][C:22]2[CH:30]=[CH:29][C:25]([C:26](O)=[O:27])=[CH:24][CH:23]=2)[C:8]2[CH:12]=[C:11]([CH:13]3[CH2:18][CH2:17][S:16][CH2:15][CH2:14]3)[S:10][C:9]=2[CH2:19][CH3:20])[CH2:6][CH2:5][CH2:4][CH2:3][CH2:2]1.[CH3:31][NH:32][CH2:33][CH2:34][C:35]([O:37]CC)=[O:36].O.ON1C2C=CC=CC=2N=N1.Cl.C(N=C=NCCCN(C)C)C.Cl.[OH-].[Na+], predict the reaction product. The product is: [CH:1]1([CH:7]([NH:21][C:22]2[CH:23]=[CH:24][C:25]([C:26]([N:32]([CH3:31])[CH2:33][CH2:34][C:35]([OH:37])=[O:36])=[O:27])=[CH:29][CH:30]=2)[C:8]2[CH:12]=[C:11]([CH:13]3[CH2:14][CH2:15][S:16][CH2:17][CH2:18]3)[S:10][C:9]=2[CH2:19][CH3:20])[CH2:6][CH2:5][CH2:4][CH2:3][CH2:2]1. (2) The product is: [F:33][CH:2]([F:1])[CH2:3][C:4]([N:19]1[C:27]2[C:22](=[C:23]([NH:28][S:29]([CH3:32])(=[O:31])=[O:30])[CH:24]=[CH:25][CH:26]=2)[CH:21]=[N:20]1)([C:9]1[CH:10]=[CH:11][C:12]([C:15]([F:16])([F:17])[F:18])=[CH:13][CH:14]=1)[CH2:5][OH:6]. Given the reactants [F:1][CH:2]([F:33])[CH2:3][C:4]([N:19]1[C:27]2[C:22](=[C:23]([NH:28][S:29]([CH3:32])(=[O:31])=[O:30])[CH:24]=[CH:25][CH:26]=2)[CH:21]=[N:20]1)([C:9]1[CH:14]=[CH:13][C:12]([C:15]([F:18])([F:17])[F:16])=[CH:11][CH:10]=1)[C:5](OC)=[O:6].[BH4-].[Na+], predict the reaction product. (3) Given the reactants [CH2:1]([C:3]1[C:23]([NH2:24])=[C:6]2[C:7]([O:21][CH3:22])=[CH:8][CH:9]=[C:10]([C:11]3[C:16]([CH3:17])=[CH:15][C:14]([CH3:18])=[CH:13][C:12]=3[O:19][CH3:20])[N:5]2[N:4]=1)[CH3:2].[CH3:25][CH2:26][C:27](=O)[CH2:28][CH3:29].C(O[BH-](OC(=O)C)OC(=O)C)(=O)C.[Na+].[OH-].[Na+], predict the reaction product. The product is: [CH2:1]([C:3]1[C:23]([NH:24][CH:27]([CH2:28][CH3:29])[CH2:26][CH3:25])=[C:6]2[C:7]([O:21][CH3:22])=[CH:8][CH:9]=[C:10]([C:11]3[C:16]([CH3:17])=[CH:15][C:14]([CH3:18])=[CH:13][C:12]=3[O:19][CH3:20])[N:5]2[N:4]=1)[CH3:2]. (4) Given the reactants [CH:1]1([N:5]2[C:9]3[N:10]=[CH:11][N:12]=[C:13]([NH2:14])[C:8]=3[C:7](I)=[CH:6]2)[CH2:4][CH2:3][CH2:2]1.[C:16]1([C:22]2[CH:31]=[CH:30][C:29]3[C:24](=[CH:25][C:26](B4OC(C)(C)C(C)(C)O4)=[CH:27][CH:28]=3)[N:23]=2)[CH:21]=[CH:20][CH:19]=[CH:18][CH:17]=1.C([O-])([O-])=O.[Na+].[Na+].O, predict the reaction product. The product is: [CH:1]1([N:5]2[C:9]3[N:10]=[CH:11][N:12]=[C:13]([NH2:14])[C:8]=3[C:7]([C:26]3[CH:25]=[C:24]4[C:29]([CH:30]=[CH:31][C:22]([C:16]5[CH:21]=[CH:20][CH:19]=[CH:18][CH:17]=5)=[N:23]4)=[CH:28][CH:27]=3)=[CH:6]2)[CH2:4][CH2:3][CH2:2]1. (5) Given the reactants [NH2:1][C:2]1[CH:7]=[CH:6][CH:5]=[C:4]([CH2:8][OH:9])[N:3]=1.N1C=CN=C1.[Si:15](Cl)([C:18]([CH3:21])([CH3:20])[CH3:19])([CH3:17])[CH3:16], predict the reaction product. The product is: [NH2:1][C:2]1[CH:7]=[CH:6][CH:5]=[C:4]([CH2:8][O:9][Si:15]([C:18]([CH3:21])([CH3:20])[CH3:19])([CH3:17])[CH3:16])[N:3]=1. (6) Given the reactants [F:1][C:2]1[C:7]([NH2:8])=[C:6]([N+:9]([O-])=O)[CH:5]=[CH:4][C:3]=1[NH:12][CH2:13][C:14]1[CH:19]=[CH:18][C:17]([F:20])=[CH:16][CH:15]=1.[Cl-].[NH4+].CCN(C(C)C)C(C)C.Cl[C:33]([O:35][CH2:36][CH3:37])=[O:34], predict the reaction product. The product is: [NH2:8][C:7]1[C:2]([F:1])=[C:3]([NH:12][CH2:13][C:14]2[CH:19]=[CH:18][C:17]([F:20])=[CH:16][CH:15]=2)[CH:4]=[CH:5][C:6]=1[NH:9][C:33](=[O:34])[O:35][CH2:36][CH3:37]. (7) The product is: [CH3:2][O:1][C:3]1[C:4]2[S:9][CH:11]=[C:12]([CH3:13])[C:5]=2[CH:6]=[CH:7][CH:8]=1. Given the reactants [O:1]([C:3]1[CH:8]=[CH:7][CH:6]=[CH:5][C:4]=1[SH:9])[CH3:2].Cl[CH2:11][C:12](=O)[CH3:13].C([O-])([O-])=O.[K+].[K+], predict the reaction product. (8) Given the reactants C[N:2](C)/[CH:3]=[CH:4]/[C:5]([C:7]1[C:12](=[O:13])[CH:11]=[CH:10][N:9]([C:14]2[CH:19]=[CH:18][CH:17]=[C:16]([S:20]([CH3:23])(=[O:22])=[O:21])[CH:15]=2)[N:8]=1)=O.[NH:25]([C:27]1[N:34]=[C:33]([CH3:35])[CH:32]=[C:31]([CH3:36])[C:28]=1[C:29]#[N:30])N, predict the reaction product. The product is: [CH3:23][S:20]([C:16]1[CH:15]=[C:14]([N:9]2[CH:10]=[CH:11][C:12](=[O:13])[C:7]([C:5]3[N:25]([C:27]4[N:34]=[C:33]([CH3:35])[CH:32]=[C:31]([CH3:36])[C:28]=4[C:29]#[N:30])[N:2]=[CH:3][CH:4]=3)=[N:8]2)[CH:19]=[CH:18][CH:17]=1)(=[O:22])=[O:21]. (9) Given the reactants [Br:1][C:2]1[CH:7]=[CH:6][C:5]([NH:8][C:9]2[C:14]([NH2:15])=[CH:13][N:12]=[C:11]([Cl:16])[N:10]=2)=[CH:4][CH:3]=1.[N:17](OCCCC)=O, predict the reaction product. The product is: [Br:1][C:2]1[CH:3]=[CH:4][C:5]([N:8]2[C:9]3[N:10]=[C:11]([Cl:16])[N:12]=[CH:13][C:14]=3[N:15]=[N:17]2)=[CH:6][CH:7]=1. (10) Given the reactants [C:1]([Si:5](Cl)([CH3:7])[CH3:6])([CH3:4])([CH3:3])[CH3:2].N1C=CN=C1.[C:14]([O:18][C:19]([N:21]1[CH2:26][CH2:25][NH:24][CH2:23][C@@H:22]1[CH2:27][CH2:28][OH:29])=[O:20])([CH3:17])([CH3:16])[CH3:15], predict the reaction product. The product is: [C:14]([O:18][C:19]([N:21]1[CH2:26][CH2:25][NH:24][CH2:23][C@@H:22]1[CH2:27][CH2:28][O:29][Si:5]([C:1]([CH3:4])([CH3:3])[CH3:2])([CH3:7])[CH3:6])=[O:20])([CH3:17])([CH3:16])[CH3:15].